From a dataset of Clinical trial toxicity outcomes and FDA approval status for drugs. Regression/Classification. Given a drug SMILES string, predict its toxicity properties. Task type varies by dataset: regression for continuous values (e.g., LD50, hERG inhibition percentage) or binary classification for toxic/non-toxic outcomes (e.g., AMES mutagenicity, cardiotoxicity, hepatotoxicity). Dataset: clintox. (1) The compound is CC[NH+](CC)CCCC(C)Nc1cc[nH+]c2cc(Cl)ccc12. The result is 0 (passed clinical trial). (2) The molecule is CC(C)[C@H](N)C(=O)OCCOCn1cnc2c(=O)nc(N)[nH]c21. The result is 1 (failed clinical trial for toxicity). (3) The molecule is CC(=O)N[C@H](Cc1ccc2ccccc2c1)C(=O)N[C@H](Cc1ccc(Cl)cc1)C(=O)N[C@H](Cc1cccnc1)C(=O)N[C@@H](CO)C(=O)N[C@@H](Cc1ccc(NC(=O)[C@@H]2CC(=O)NC(=O)N2)cc1)C(=O)N[C@H](Cc1ccc(NC(N)=O)cc1)C(=O)N[C@@H](CC(C)C)C(=O)N[C@@H](CCCC[NH2+]C(C)C)C(=O)N1CCC[C@H]1C(=O)N[C@H](C)C(N)=O. The result is 0 (passed clinical trial). (4) The molecule is NC(=O)c1cn(Cc2c(F)cccc2F)nn1. The result is 0 (passed clinical trial).